The task is: Regression. Given a target protein amino acid sequence and a drug SMILES string, predict the binding affinity score between them. We predict pIC50 (pIC50 = -log10(IC50 in M); higher means more potent). Dataset: bindingdb_ic50.. This data is from Drug-target binding data from BindingDB using IC50 measurements. (1) The small molecule is CCN1CCC(C)c2cc(Cc3cnc(N)nc3N)ccc21. The target protein (P04174) has sequence MLKITIIAACAENLCIGAGNAMPWHIPEDFAFFKVYTLGKPVIMGRKTWESLPVKPLPGRRNIVISRQADYCAAGAETVASLEVALALCAGAEEAVIMGGAQIYGQAMPLATDLRITEVDLSVEGDAFFPEIDRTHWREAERTERRVSSKGVAYTFVHYLGK. The pIC50 is 6.2. (2) The compound is COc1ccc(C[C@H](NC(=O)[C@H](C)NC(=O)CN2CCOCC2)C(=O)N[C@@H](Cc2ccccc2)C(=O)[C@@]2(C)CO2)cc1. The target protein (P40306) has sequence MLKPALEPRGGFSFENCQRNASLERVLPGLKVPHARKTGTTIAGLVFQDGVILGADTRATNDSVVADKSCEKIHFIAPKIYCCGAGVAADAEMTTRMVASKMELHALSTGREPRVATVTRILRQTLFRYQGHVGASLIVGGVDLTGPQLYGVHPHGSYSRLPFTALGSGQDAALAVLEDRFQPNMTLEAAQGLLVEAVTAGILGDLGSGGNVDACVITKTGAKLLRTLSSPTEPVKRSGRYHFVPGTTAVLTQTVKPLTLELVEETVQAMEVE. The pIC50 is 6.0. (3) The small molecule is Cc1cc(C)c(NC(=O)c2sccc2S(=O)(=O)Nc2onc(C)c2Cl)c(C)c1. The target protein (P25101) has sequence METLCLRASFWLALVGCVISDNPERYSTNLSNHVDDFTTFRGTELSFLVTTHQPTNLVLPSNGSMHNYCPQQTKITSAFKYINTVISCTIFIVGMVGNATLLRIIYQNKCMRNGPNALIASLALGDLIYVVIDLPINVFKLLAGRWPFDHNDFGVFLCKLFPFLQKSSVGITVLNLCALSVDRYRAVASWSRVQGIGIPLVTAIEIVSIWILSFILAIPEAIGFVMVPFEYRGEQHKTCMLNATSKFMEFYQDVKDWWLFGFYFCMPLVCTAIFYTLMTCEMLNRRNGSLRIALSEHLKQRREVAKTVFCLVVIFALCWFPLHLSRILKKTVYNEMDKNRCELLSFLLLMDYIGINLATMNSCINPIALYFVSKKFKNCFQSCLCCCCYQSKSLMTSVPMNGTSIQWKNHDQNNHNTDRSSHKDSMN. The pIC50 is 9.6.